The task is: Predict the product of the given reaction.. This data is from Forward reaction prediction with 1.9M reactions from USPTO patents (1976-2016). (1) Given the reactants [O:1]([C:8]1[CH:15]=[CH:14][C:11]([CH:12]=O)=[CH:10][CH:9]=1)[C:2]1[CH:7]=[CH:6][CH:5]=[CH:4][CH:3]=1.[ClH:16].[NH2:17]O.Cl.[H][H], predict the reaction product. The product is: [ClH:16].[O:1]([C:8]1[CH:15]=[CH:14][C:11]([CH2:12][NH2:17])=[CH:10][CH:9]=1)[C:2]1[CH:7]=[CH:6][CH:5]=[CH:4][CH:3]=1. (2) Given the reactants [NH:1]1[C:5]2[CH:6]=[CH:7][CH:8]=[CH:9][C:4]=2[N:3]=[C:2]1[C:10]1[CH:11]=[C:12]([CH:14]=[CH:15][C:16]=1[Cl:17])[NH2:13].[F:18][C:19]([F:36])([F:35])[C:20]1[CH:25]=[CH:24][C:23]([C:26]2[CH:31]=[CH:30][C:29]([C:32]([OH:34])=O)=[CH:28][CH:27]=2)=[CH:22][CH:21]=1.Br[C:38]1C=CC(C(O)=O)=CC=1.CC1C=C(C2C=CC=CC=2)C=CC=1C(O)=O.C1(C2C=CC=CC=2)C=CC(C(O)=O)=CC=1, predict the reaction product. The product is: [NH:1]1[C:5]2[CH:6]=[CH:7][CH:8]=[CH:9][C:4]=2[N:3]=[C:2]1[C:10]1[CH:11]=[C:12]([NH:13][C:32]([C:29]2[CH:30]=[CH:31][C:26]([C:23]3[CH:24]=[CH:25][C:20]([C:19]([F:36])([F:35])[F:18])=[CH:21][CH:22]=3)=[CH:27][C:28]=2[CH3:38])=[O:34])[CH:14]=[CH:15][C:16]=1[Cl:17].